Predict the reaction yield, written as a fraction of the theoretical maximum amount of product (1.0 means a 100% yield; for example, 0.34 means a 34% yield). From a dataset of Reaction yield outcomes from USPTO patents with 853,638 reactions. (1) The reactants are [F:1][C:2]1[CH:3]=[C:4]([NH:11]C(=O)C(C)(C)C)[CH:5]=[CH:6][C:7]=1[N+:8]([O-:10])=[O:9].C(=O)([O-])[O-].[K+].[K+]. The catalyst is C(Cl)Cl.Cl.C(OCC)(=O)C. The product is [F:1][C:2]1[CH:3]=[C:4]([CH:5]=[CH:6][C:7]=1[N+:8]([O-:10])=[O:9])[NH2:11]. The yield is 0.990. (2) The reactants are [O:1]1[CH:5]=[CH:4][CH:3]=[C:2]1[C:6]1[O:7][C:8]([CH3:21])=[C:9]([CH2:11][O:12][C:13]2[N:18]=[CH:17][C:16]([CH2:19]O)=[CH:15][CH:14]=2)[N:10]=1.S(Cl)([Cl:24])=O. No catalyst specified. The product is [Cl:24][CH2:19][C:16]1[CH:15]=[CH:14][C:13]([O:12][CH2:11][C:9]2[N:10]=[C:6]([C:2]3[O:1][CH:5]=[CH:4][CH:3]=3)[O:7][C:8]=2[CH3:21])=[N:18][CH:17]=1. The yield is 0.710.